From a dataset of Forward reaction prediction with 1.9M reactions from USPTO patents (1976-2016). Predict the product of the given reaction. (1) Given the reactants [CH2:1]([S:7][C:8]1[N:13]=[C:12]([CH:14]=O)[CH:11]=[C:10]([C:16]([F:19])([F:18])[F:17])[N:9]=1)[CH2:2][CH2:3][CH2:4][CH2:5][CH3:6].[NH:20]1[CH2:25][CH2:24][O:23][CH2:22][CH2:21]1.C(O)(=O)C, predict the reaction product. The product is: [CH2:1]([S:7][C:8]1[N:13]=[C:12]([CH2:14][N:20]2[CH2:25][CH2:24][O:23][CH2:22][CH2:21]2)[CH:11]=[C:10]([C:16]([F:19])([F:18])[F:17])[N:9]=1)[CH2:2][CH2:3][CH2:4][CH2:5][CH3:6]. (2) Given the reactants [CH2:1]([O:5][C:6]([C@@H:8]1[CH2:13][CH2:12][CH2:11][N:10]([C:14](=[O:46])[C@@H:15]([NH:31][C:32](=[O:45])[C@@H:33]([NH:37]C(OC(C)(C)C)=O)[CH:34]([CH3:36])[CH3:35])[CH2:16][C:17]2[CH:22]=[CH:21][CH:20]=[C:19]([O:23][Si:24]([C:27]([CH3:30])([CH3:29])[CH3:28])([CH3:26])[CH3:25])[CH:18]=2)[NH:9]1)=[O:7])[CH2:2][CH:3]=[CH2:4].[C:47](OC(N[C@@H](C(C)C)C(N[C@@H](CC1C=CC=C(O[Si](C(C)(C)C)(C)C)C=1)C(N1CCN[C@H](C(OCC/C=C/C=C)=O)C1)=O)=O)=O)(C)(C)[CH3:48].C(=O)CC=C, predict the reaction product. The product is: [CH2:1]([O:5][C:6]([C@@H:8]1[CH2:13][CH2:12][CH2:11][N:10]([C:14](=[O:46])[C@@H:15]([NH:31][C:32](=[O:45])[C@@H:33]([NH2:37])[CH:34]([CH3:36])[CH3:35])[CH2:16][C:17]2[CH:22]=[CH:21][CH:20]=[C:19]([O:23][Si:24]([C:27]([CH3:28])([CH3:30])[CH3:29])([CH3:25])[CH3:26])[CH:18]=2)[NH:9]1)=[O:7])[CH2:2]/[CH:3]=[CH:4]/[CH:47]=[CH2:48]. (3) The product is: [C:3]([C:2]#[N:1])([CH3:4])=[O:36].[N:1]1[CH:6]=[CH:5][CH:4]=[CH:3][C:2]=1[C:7]1[C:11]([C:12]2[C:21]3[C:16](=[CH:17][CH:18]=[CH:19][CH:20]=3)[N:15]=[CH:14][CH:13]=2)=[CH:10][N:9]([CH2:22][CH2:23][C:24]2[N:26]=[N:27][NH:28][N:25]=2)[N:8]=1. Given the reactants [N:1]1[CH:6]=[CH:5][CH:4]=[CH:3][C:2]=1[C:7]1[C:11]([C:12]2[C:21]3[C:16](=[CH:17][CH:18]=[CH:19][CH:20]=3)[N:15]=[CH:14][CH:13]=2)=[CH:10][N:9]([CH2:22][CH2:23][C:24]#[N:25])[N:8]=1.[N-:26]=[N+:27]=[N-:28].[Na+].[Cl-].[NH4+].CN(C=[O:36])C, predict the reaction product. (4) Given the reactants FC(F)(F)S(OS(C(F)(F)F)(=O)=O)(=O)=O.O[C:17]1[CH:26]=[CH:25][C:20]([C:21]([O:23][CH3:24])=[O:22])=[C:19]([O:27][CH3:28])[CH:18]=1.C(N(CC)CC)C.Cl.[F:37][C:38]1[CH:43]=[CH:42][C:41](B(O)O)=[CH:40][CH:39]=1.C(=O)([O-])[O-].[Na+].[Na+], predict the reaction product. The product is: [F:37][C:38]1[CH:43]=[CH:42][C:41]([C:17]2[CH:26]=[CH:25][C:20]([C:21]([O:23][CH3:24])=[O:22])=[C:19]([O:27][CH3:28])[CH:18]=2)=[CH:40][CH:39]=1.